This data is from Full USPTO retrosynthesis dataset with 1.9M reactions from patents (1976-2016). The task is: Predict the reactants needed to synthesize the given product. (1) Given the product [NH2:31][C:27]1[N:28]=[C:29]([CH3:30])[C:24]([CH2:23][NH:22][C:15](=[O:17])[C:14]2[CH:18]=[CH:19][N:20]=[C:12]([CH2:11][N:6]3[CH:5]=[C:4]4[C:8]([CH:9]=[CH:10][C:2]([Cl:1])=[CH:3]4)=[N:7]3)[CH:13]=2)=[C:25]([CH3:32])[CH:26]=1, predict the reactants needed to synthesize it. The reactants are: [Cl:1][C:2]1[CH:10]=[CH:9][C:8]2[C:4](=[CH:5][N:6]([CH2:11][C:12]3[CH:13]=[C:14]([CH:18]=[CH:19][N:20]=3)[C:15]([OH:17])=O)[N:7]=2)[CH:3]=1.Cl.[NH2:22][CH2:23][C:24]1[C:25]([CH3:32])=[CH:26][C:27]([NH2:31])=[N:28][C:29]=1[CH3:30].CN(C(ON1N=NC2C=CC=NC1=2)=[N+](C)C)C.F[P-](F)(F)(F)(F)F. (2) Given the product [C:1]([O:5][C:6]([N:8]1[CH2:12][C@H:11]([NH:13][C:14]([C:16]2[S:17][C:18]([Cl:21])=[CH:19][CH:20]=2)=[O:15])[CH2:10][C@H:9]1[CH:22]=[O:23])=[O:7])([CH3:4])([CH3:3])[CH3:2], predict the reactants needed to synthesize it. The reactants are: [C:1]([O:5][C:6]([N:8]1[CH2:12][C@H:11]([NH:13][C:14]([C:16]2[S:17][C:18]([Cl:21])=[CH:19][CH:20]=2)=[O:15])[CH2:10][C@H:9]1[CH2:22][OH:23])=[O:7])([CH3:4])([CH3:3])[CH3:2].C(N(CC)CC)C. (3) Given the product [Cl:7][CH2:8][C:9]1[CH:14]=[CH:13][N:12]=[C:11]([NH:15][C:4](=[O:5])[CH2:3][O:2][CH3:1])[CH:10]=1, predict the reactants needed to synthesize it. The reactants are: [CH3:1][O:2][CH2:3][C:4](Cl)=[O:5].[Cl:7][CH2:8][C:9]1[CH:14]=[CH:13][N:12]=[C:11]([NH2:15])[CH:10]=1. (4) Given the product [Cl:32][C:29]1[CH:30]=[CH:31][C:26]([CH:10]2[C:5]3[N:6]([CH:7]([CH3:9])[CH3:8])[C:2]([C:40]4[C:35]([O:34][CH3:33])=[N:36][CH:37]=[CH:38][CH:39]=4)=[N:3][C:4]=3[C:12](=[O:13])[N:11]2[C:14]2[CH:15]=[C:16]([O:24][CH3:25])[C:17]3[N:21]=[N:20][N:19]([CH3:22])[C:18]=3[CH:23]=2)=[CH:27][CH:28]=1, predict the reactants needed to synthesize it. The reactants are: Br[C:2]1[N:6]([CH:7]([CH3:9])[CH3:8])[C:5]2[CH:10]([C:26]3[CH:31]=[CH:30][C:29]([Cl:32])=[CH:28][CH:27]=3)[N:11]([C:14]3[CH:15]=[C:16]([O:24][CH3:25])[C:17]4[N:21]=[N:20][N:19]([CH3:22])[C:18]=4[CH:23]=3)[C:12](=[O:13])[C:4]=2[N:3]=1.[CH3:33][O:34][C:35]1[C:40](B(O)O)=[CH:39][CH:38]=[CH:37][N:36]=1. (5) Given the product [ClH:1].[F:2][C:3]1[C:4]([F:28])=[CH:5][C:6]2[O:27][CH2:26][C:9]3([C:17]4[C:12](=[CH:13][CH:14]=[CH:15][CH:16]=4)[N:11]([CH2:18][CH:19]4[CH2:20][CH2:21][N:22]([CH3:29])[CH2:23][CH2:24]4)[C:10]3=[O:25])[C:7]=2[CH:8]=1, predict the reactants needed to synthesize it. The reactants are: [ClH:1].[F:2][C:3]1[C:4]([F:28])=[CH:5][C:6]2[O:27][CH2:26][C:9]3([C:17]4[C:12](=[CH:13][CH:14]=[CH:15][CH:16]=4)[N:11]([CH2:18][CH:19]4[CH2:24][CH2:23][NH:22][CH2:21][CH2:20]4)[C:10]3=[O:25])[C:7]=2[CH:8]=1.[CH2:29](N(CC)CC)C.C=O.C(O[BH-](OC(=O)C)OC(=O)C)(=O)C.[Na+].